This data is from NCI-60 drug combinations with 297,098 pairs across 59 cell lines. The task is: Regression. Given two drug SMILES strings and cell line genomic features, predict the synergy score measuring deviation from expected non-interaction effect. (1) Drug 1: CCC1(CC2CC(C3=C(CCN(C2)C1)C4=CC=CC=C4N3)(C5=C(C=C6C(=C5)C78CCN9C7C(C=CC9)(C(C(C8N6C=O)(C(=O)OC)O)OC(=O)C)CC)OC)C(=O)OC)O.OS(=O)(=O)O. Drug 2: C1C(C(OC1N2C=NC3=C(N=C(N=C32)Cl)N)CO)O. Cell line: MCF7. Synergy scores: CSS=15.1, Synergy_ZIP=-5.93, Synergy_Bliss=-1.56, Synergy_Loewe=0.0725, Synergy_HSA=0.171. (2) Drug 1: COC1=C2C(=CC3=C1OC=C3)C=CC(=O)O2. Drug 2: C1CNP(=O)(OC1)N(CCCl)CCCl. Cell line: T-47D. Synergy scores: CSS=-5.20, Synergy_ZIP=-0.246, Synergy_Bliss=-6.30, Synergy_Loewe=-7.13, Synergy_HSA=-8.58. (3) Drug 1: CC(CN1CC(=O)NC(=O)C1)N2CC(=O)NC(=O)C2. Drug 2: CCCCC(=O)OCC(=O)C1(CC(C2=C(C1)C(=C3C(=C2O)C(=O)C4=C(C3=O)C=CC=C4OC)O)OC5CC(C(C(O5)C)O)NC(=O)C(F)(F)F)O. Cell line: UACC62. Synergy scores: CSS=12.8, Synergy_ZIP=-5.30, Synergy_Bliss=-2.43, Synergy_Loewe=-0.856, Synergy_HSA=-0.854. (4) Drug 1: CCC1=CC2CC(C3=C(CN(C2)C1)C4=CC=CC=C4N3)(C5=C(C=C6C(=C5)C78CCN9C7C(C=CC9)(C(C(C8N6C)(C(=O)OC)O)OC(=O)C)CC)OC)C(=O)OC.C(C(C(=O)O)O)(C(=O)O)O. Drug 2: C1CN(CCN1C(=O)CCBr)C(=O)CCBr. Cell line: EKVX. Synergy scores: CSS=42.7, Synergy_ZIP=-1.59, Synergy_Bliss=-2.91, Synergy_Loewe=-54.2, Synergy_HSA=-3.07. (5) Drug 1: CC12CCC(CC1=CCC3C2CCC4(C3CC=C4C5=CN=CC=C5)C)O. Drug 2: C1=NC2=C(N1)C(=S)N=C(N2)N. Cell line: A549. Synergy scores: CSS=33.4, Synergy_ZIP=-0.143, Synergy_Bliss=1.65, Synergy_Loewe=-11.3, Synergy_HSA=2.08.